Dataset: Reaction yield outcomes from USPTO patents with 853,638 reactions. Task: Predict the reaction yield, written as a fraction of the theoretical maximum amount of product (1.0 means a 100% yield; for example, 0.34 means a 34% yield). (1) The reactants are [CH3:1][O:2][CH2:3][CH2:4][O:5][C:6]1[CH:11]=[CH:10][CH:9]=[CH:8][C:7]=1[C:12](=O)[CH2:13][C:14]([C:16]1[CH:21]=[CH:20][C:19]([O:22]CC2C=CC=CC=2)=[C:18]([CH3:30])[CH:17]=1)=O.[NH2:32][C:33]([NH2:35])=[O:34].[ClH:36].O1CCOCC1. The catalyst is C(O)C. The product is [ClH:36].[OH:22][C:19]1[CH:20]=[CH:21][C:16]([C:14]2[CH:13]=[C:12]([C:7]3[CH:8]=[CH:9][CH:10]=[CH:11][C:6]=3[O:5][CH2:4][CH2:3][O:2][CH3:1])[NH:35][C:33](=[O:34])[N:32]=2)=[CH:17][C:18]=1[CH3:30]. The yield is 0.190. (2) The reactants are O[C:2]1([C:10]2[S:11][C:12]([C:15]3[CH:20]=[C:19]([NH:21][C:22]4[N:27]=[C:26]([C:28]([F:31])([F:30])[F:29])[CH:25]=[CH:24][N:23]=4)[CH:18]=[C:17]([CH3:32])[CH:16]=3)=[CH:13][N:14]=2)[CH2:8][CH2:7][NH:6][C:5](=[O:9])[CH2:4][CH2:3]1.O=P12OP3(OP(OP(O3)(O1)=O)(=O)O2)=O.[C:47](=[O:50])(O)[O-:48].[Na+]. The catalyst is O. The product is [F:29][C:28]([F:31])([F:30])[C:47]([OH:48])=[O:50].[CH3:32][C:17]1[CH:16]=[C:15]([C:12]2[S:11][C:10]([C:2]3[CH2:8][CH2:7][NH:6][C:5](=[O:9])[CH2:4][CH:3]=3)=[N:14][CH:13]=2)[CH:20]=[C:19]([NH:21][C:22]2[N:27]=[C:26]([C:28]([F:30])([F:31])[F:29])[CH:25]=[CH:24][N:23]=2)[CH:18]=1.[CH3:32][C:17]1[CH:16]=[C:15]([C:12]2[S:11][C:10]([C:2]3[CH2:3][CH2:4][C:5](=[O:9])[NH:6][CH2:7][CH:8]=3)=[N:14][CH:13]=2)[CH:20]=[C:19]([NH:21][C:22]2[N:27]=[C:26]([C:28]([F:30])([F:31])[F:29])[CH:25]=[CH:24][N:23]=2)[CH:18]=1. The yield is 0.00100. (3) The reactants are Br[C:2]1[CH:11]=[C:10]([Br:12])[C:9]2[C:4](=[CH:5][CH:6]=[C:7]([N+:13]([O-:15])=[O:14])[CH:8]=2)[N:3]=1.[N:16]1(C=O)[CH2:21][CH2:20][NH:19][CH2:18][CH2:17]1.O. The catalyst is CN(C=O)C. The product is [Br:12][C:10]1[C:9]2[C:4](=[CH:5][CH:6]=[C:7]([N+:13]([O-:15])=[O:14])[CH:8]=2)[N:3]=[C:2]([N:16]2[CH2:21][CH2:20][NH:19][CH2:18][CH2:17]2)[CH:11]=1. The yield is 0.660. (4) The reactants are [Br:1][C:2]1[CH:3]=[C:4]([CH2:7][N:8]2[C:12](=[O:13])[O:11][N:10]=[C:9]2[C:14]2[C:18]([NH:19][CH2:20][CH2:21][O:22]C)=[N:17][O:16][N:15]=2)[O:5][CH:6]=1.B(Br)(Br)Br.C(=O)(O)[O-].[Na+]. The catalyst is ClCCl.O. The product is [Br:1][C:2]1[CH:3]=[C:4]([CH2:7][N:8]2[C:12](=[O:13])[O:11][N:10]=[C:9]2[C:14]2[C:18]([NH:19][CH2:20][CH2:21][OH:22])=[N:17][O:16][N:15]=2)[O:5][CH:6]=1. The yield is 0.970.